This data is from Catalyst prediction with 721,799 reactions and 888 catalyst types from USPTO. The task is: Predict which catalyst facilitates the given reaction. (1) Reactant: [CH3:1][O:2][C:3]1[CH:12]=[C:11]2[C:6]([CH2:7][CH2:8][C:9](=O)[CH2:10]2)=[CH:5][CH:4]=1.[CH2:14]([NH2:21])[C:15]1[CH:20]=[CH:19][CH:18]=[CH:17][CH:16]=1.C(O[BH-](OC(=O)C)OC(=O)C)(=O)C.[Na+].CC(O)=O. Product: [CH2:14]([NH:21][CH:9]1[CH2:8][CH2:7][C:6]2[C:11](=[CH:12][C:3]([O:2][CH3:1])=[CH:4][CH:5]=2)[CH2:10]1)[C:15]1[CH:20]=[CH:19][CH:18]=[CH:17][CH:16]=1. The catalyst class is: 2. (2) Reactant: [CH3:1][O:2][C:3]1[CH:39]=[CH:38][C:6]([CH2:7][NH:8][C:9]2[C:14]([C:15]([OH:17])=O)=[C:13]([NH:18][C@H:19]([C:21]3[N:26]([C:27]4[CH:32]=[CH:31][CH:30]=[CH:29][CH:28]=4)[C:25](=[O:33])[C:24]4=[C:34]([CH3:37])[CH:35]=[CH:36][N:23]4[N:22]=3)[CH3:20])[N:12]=[CH:11][N:10]=2)=[CH:5][CH:4]=1.C(N(CC)C(C)C)(C)C.CN(C(ON1N=NC2C=CC=NC1=2)=[N+](C)C)C.F[P-](F)(F)(F)(F)F.[CH3:73][O:74][C:75]1[CH:76]=[C:77]([CH:79]=[CH:80][CH:81]=1)[NH2:78]. Product: [CH3:1][O:2][C:3]1[CH:4]=[CH:5][C:6]([CH2:7][NH:8][C:9]2[C:14]([C:15]([NH:78][C:77]3[CH:79]=[CH:80][CH:81]=[C:75]([O:74][CH3:73])[CH:76]=3)=[O:17])=[C:13]([NH:18][C@H:19]([C:21]3[N:26]([C:27]4[CH:32]=[CH:31][CH:30]=[CH:29][CH:28]=4)[C:25](=[O:33])[C:24]4=[C:34]([CH3:37])[CH:35]=[CH:36][N:23]4[N:22]=3)[CH3:20])[N:12]=[CH:11][N:10]=2)=[CH:38][CH:39]=1. The catalyst class is: 35. (3) The catalyst class is: 1. Product: [C:1]([CH2:3][NH:4][C:5]([C:7]1([S:13][C:14]2[CH:19]=[CH:18][CH:17]=[CH:16][C:15]=2[C:20]2[CH:25]=[CH:24][C:23]([N:26]3[CH2:27][CH2:28][NH:29][CH2:30][CH2:31]3)=[CH:22][CH:21]=2)[CH2:12][CH2:11][CH2:10][CH2:9][CH2:8]1)=[O:6])#[N:2]. Reactant: [C:1]([CH2:3][NH:4][C:5]([C:7]1([S:13][C:14]2[CH:19]=[CH:18][CH:17]=[CH:16][C:15]=2[C:20]2[CH:25]=[CH:24][C:23]([N:26]3[CH2:31][CH2:30][N:29](C(O[Si](C(C)C)(C(C)C)C(C)C)=O)[CH2:28][CH2:27]3)=[CH:22][CH:21]=2)[CH2:12][CH2:11][CH2:10][CH2:9][CH2:8]1)=[O:6])#[N:2].CCCC[N+](CCCC)(CCCC)CCCC.[F-]. (4) Product: [Cl:1][C:2]1[C:20]([Cl:21])=[CH:19][C:5]2[NH:6][C:7]([C:9]3[C:14]4[O:15][CH2:16][CH2:17][N:18]([CH2:23][CH2:24][N:25]5[CH2:30][CH2:29][O:28][CH2:27][CH2:26]5)[C:13]=4[CH:12]=[CH:11][CH:10]=3)=[N:8][C:4]=2[CH:3]=1. The catalyst class is: 9. Reactant: [Cl:1][C:2]1[C:20]([Cl:21])=[CH:19][C:5]2[NH:6][C:7]([C:9]3[C:14]4[O:15][CH2:16][CH2:17][NH:18][C:13]=4[CH:12]=[CH:11][CH:10]=3)=[N:8][C:4]=2[CH:3]=1.Cl[CH2:23][CH2:24][N:25]1[CH2:30][CH2:29][O:28][CH2:27][CH2:26]1.[I-].[K+].C([O-])([O-])=O.[K+].[K+]. (5) Reactant: [CH3:1][CH:2]1[NH:6][C:5](=[O:7])[NH:4][C:3]1=[O:8].[CH3:9][O:10][C:11]1[CH:18]=[CH:17][C:14]([CH2:15]Cl)=[CH:13][CH:12]=1.C(=O)([O-])[O-].[K+].[K+].[I-].[K+]. Product: [CH3:9][O:10][C:11]1[CH:18]=[CH:17][C:14]([CH2:15][N:4]2[C:3](=[O:8])[CH:2]([CH3:1])[NH:6][C:5]2=[O:7])=[CH:13][CH:12]=1. The catalyst class is: 145.